Task: Predict the product of the given reaction.. Dataset: Forward reaction prediction with 1.9M reactions from USPTO patents (1976-2016) Given the reactants [NH2:1][C:2]1([C:5]2[CH:6]=[C:7]([C:11]3[CH:18]=[CH:17][C:14]([C:15]#[N:16])=[C:13]([Cl:19])[CH:12]=3)[CH:8]=[N:9][CH:10]=2)[CH2:4][CH2:3]1.[CH2:20]([S:22](Cl)(=[O:24])=[O:23])[CH3:21], predict the reaction product. The product is: [Cl:19][C:13]1[CH:12]=[C:11]([C:7]2[CH:6]=[C:5]([C:2]3([NH:1][S:22]([CH2:20][CH3:21])(=[O:24])=[O:23])[CH2:3][CH2:4]3)[CH:10]=[N:9][CH:8]=2)[CH:18]=[CH:17][C:14]=1[C:15]#[N:16].